This data is from Catalyst prediction with 721,799 reactions and 888 catalyst types from USPTO. The task is: Predict which catalyst facilitates the given reaction. Reactant: C[O:2][CH:3](OC)[C:4]1[CH:5]=[CH:6][C:7]([N+:29]([O-:31])=[O:30])=[C:8]([NH:10][C:11]2[S:12][C:13]([C:26]([NH2:28])=[O:27])=[C:14]([C:16]3[CH:21]=[CH:20][C:19]([C:22]([F:25])([F:24])[F:23])=[CH:18][CH:17]=3)[N:15]=2)[CH:9]=1.C(#N)C.Cl. Product: [CH:3]([C:4]1[CH:5]=[CH:6][C:7]([N+:29]([O-:31])=[O:30])=[C:8]([NH:10][C:11]2[S:12][C:13]([C:26]([NH2:28])=[O:27])=[C:14]([C:16]3[CH:17]=[CH:18][C:19]([C:22]([F:23])([F:24])[F:25])=[CH:20][CH:21]=3)[N:15]=2)[CH:9]=1)=[O:2]. The catalyst class is: 6.